This data is from Full USPTO retrosynthesis dataset with 1.9M reactions from patents (1976-2016). The task is: Predict the reactants needed to synthesize the given product. (1) The reactants are: [CH3:1][S:2]([C:5]([C:8]1[CH:9]=[C:10]2[C:15](=[C:16]([C:18]3[CH:19]=[C:20]([CH:24]=[CH:25][CH:26]=3)[C:21]([OH:23])=O)[CH:17]=1)[N:14]=[CH:13][CH:12]=[CH:11]2)([CH3:7])[CH3:6])(=[O:4])=[O:3].C1N=CN(C(N2C=NC=C2)=O)C=1.O[NH:40][C:41](=[NH:43])[CH3:42]. Given the product [CH3:1][S:2]([C:5]([C:8]1[CH:9]=[C:10]2[C:15](=[C:16]([C:18]3[CH:26]=[CH:25][CH:24]=[C:20]([C:21]4[O:23][N:43]=[C:41]([CH3:42])[N:40]=4)[CH:19]=3)[CH:17]=1)[N:14]=[CH:13][CH:12]=[CH:11]2)([CH3:6])[CH3:7])(=[O:4])=[O:3], predict the reactants needed to synthesize it. (2) Given the product [CH2:20]([N:14]1[CH2:13][CH2:2][CH:1]([P:3](=[O:10])([O:7][CH2:8][CH3:9])[O:4][CH2:5][CH3:6])[CH2:15]1)[C:21]1[CH:22]=[CH:23][CH:24]=[CH:25][CH:26]=1, predict the reactants needed to synthesize it. The reactants are: [CH:1]([P:3](=[O:10])([O:7][CH2:8][CH3:9])[O:4][CH2:5][CH3:6])=[CH2:2].CO[CH2:13][N:14]([CH2:20][C:21]1[CH:26]=[CH:25][CH:24]=[CH:23][CH:22]=1)[CH2:15][Si](C)(C)C. (3) Given the product [CH3:1][S:2][C:3]1[C:11]([NH2:12])=[C:6]2[CH:7]=[CH:8][CH:9]=[CH:10][N:5]2[N:4]=1, predict the reactants needed to synthesize it. The reactants are: [CH3:1][S:2][C:3]1[C:11]([N+:12]([O-])=O)=[C:6]2[CH:7]=[CH:8][CH:9]=[CH:10][N:5]2[N:4]=1. (4) Given the product [CH3:9][N:8]([CH3:10])[C:6]1[C:5]([CH3:11])=[CH:4][N:3]=[C:2]([NH:19][C@@H:20]2[CH2:21][CH2:22][C@H:23]([NH:26][C:27](=[O:42])[C:28]3[CH:33]=[C:32]([C:34]([F:36])([F:37])[F:35])[CH:31]=[C:30]([C:38]([F:39])([F:40])[F:41])[CH:29]=3)[CH2:24][CH2:25]2)[N:7]=1, predict the reactants needed to synthesize it. The reactants are: Cl[C:2]1[N:7]=[C:6]([N:8]([CH3:10])[CH3:9])[C:5]([CH3:11])=[CH:4][N:3]=1.FC(F)(F)C(O)=O.[NH2:19][C@@H:20]1[CH2:25][CH2:24][C@H:23]([NH:26][C:27](=[O:42])[C:28]2[CH:33]=[C:32]([C:34]([F:37])([F:36])[F:35])[CH:31]=[C:30]([C:38]([F:41])([F:40])[F:39])[CH:29]=2)[CH2:22][CH2:21]1.CCN(C(C)C)C(C)C.C(O)(C)(C)C. (5) Given the product [CH3:1][C:2]1[CH2:3][CH2:4][N:5]([CH2:17][C:18]([N:20]([CH2:30][C:31]2[CH:36]=[CH:35][CH:34]=[CH:33][C:32]=2[F:37])[CH:21]2[CH2:29][C:28]3[C:23](=[CH:24][CH:25]=[CH:26][CH:27]=3)[CH2:22]2)=[O:19])[CH:6]([C:9]2[CH:14]=[CH:13][CH:12]=[CH:11][C:10]=2[CH3:15])[C:7]=1[CH3:8], predict the reactants needed to synthesize it. The reactants are: [CH3:1][C:2]1[CH2:3][CH2:4][NH:5][CH:6]([C:9]2[CH:14]=[CH:13][CH:12]=[CH:11][C:10]=2[CH3:15])[C:7]=1[CH3:8].Cl[CH2:17][C:18]([N:20]([CH2:30][C:31]1[CH:36]=[CH:35][CH:34]=[CH:33][C:32]=1[F:37])[CH:21]1[CH2:29][C:28]2[C:23](=[CH:24][CH:25]=[CH:26][CH:27]=2)[CH2:22]1)=[O:19].C([O-])([O-])=O.[K+].[K+]. (6) Given the product [CH3:15][O:14][C:11]1[CH:12]=[CH:13][C:8]([CH2:7][CH2:6][NH:5][C:3](=[O:4])[C:2]([F:16])([F:17])[F:1])=[CH:9][C:10]=1[S:19]([Cl:18])(=[O:21])=[O:20], predict the reactants needed to synthesize it. The reactants are: [F:1][C:2]([F:17])([F:16])[C:3]([NH:5][CH2:6][CH2:7][C:8]1[CH:13]=[CH:12][C:11]([O:14][CH3:15])=[CH:10][CH:9]=1)=[O:4].[Cl:18][S:19](O)(=[O:21])=[O:20]. (7) Given the product [Cl:12][C:13]1[C:21]([Cl:22])=[C:20]2[C:16]([CH2:17][C:18]([CH:25]3[CH2:29][CH2:28][CH2:27][CH2:26]3)([CH3:24])[C:19]2=[O:23])=[CH:15][C:14]=1[O:30][CH2:17][C:16]1[CH:15]=[C:14]([CH:13]=[CH:21][CH:20]=1)[O:30][C:3]1[CH:4]=[CH:5][C:6]([C:7]([OH:9])=[O:8])=[CH:10][CH:11]=1, predict the reactants needed to synthesize it. The reactants are: FC[C:3]1[CH:11]=[CH:10][C:6]([C:7]([O-:9])=[O:8])=[CH:5][CH:4]=1.[Cl:12][C:13]1[C:21]([Cl:22])=[C:20]2[C:16]([CH2:17][C:18]([CH:25]3[CH2:29][CH2:28][CH2:27][CH2:26]3)([CH3:24])[C:19]2=[O:23])=[CH:15][C:14]=1[OH:30].